Dataset: Forward reaction prediction with 1.9M reactions from USPTO patents (1976-2016). Task: Predict the product of the given reaction. (1) Given the reactants [F:1][C:2]1[CH:3]=[C:4]([CH:32]=[CH:33][C:34]=1[F:35])[CH2:5][O:6][C:7]1[N:12]=[C:11](S(C)(=O)=O)[C:10]([C:17]2[CH:22]=[CH:21][C:20]([Cl:23])=[CH:19][CH:18]=2)=[C:9]([C:24]2[CH:29]=[CH:28][C:27]([Cl:30])=[CH:26][C:25]=2[Cl:31])[N:8]=1.[CH2:36]([NH:38][CH2:39][CH3:40])[CH3:37], predict the reaction product. The product is: [F:1][C:2]1[CH:3]=[C:4]([CH:32]=[CH:33][C:34]=1[F:35])[CH2:5][O:6][C:7]1[N:12]=[C:11]([N:38]([CH2:39][CH3:40])[CH2:36][CH3:37])[C:10]([C:17]2[CH:22]=[CH:21][C:20]([Cl:23])=[CH:19][CH:18]=2)=[C:9]([C:24]2[CH:29]=[CH:28][C:27]([Cl:30])=[CH:26][C:25]=2[Cl:31])[N:8]=1. (2) Given the reactants [F:1][C:2]1[CH:19]=[CH:18][C:5]([CH2:6][C:7]2[NH:11][N:10]=[C:9]([C:12]3[CH:17]=[CH:16][N:15]=[CH:14][CH:13]=3)[CH:8]=2)=[CH:4][CH:3]=1.[H-].[Na+].I[CH:23]1[CH2:26][N:25]([CH:27]([C:34]2[CH:39]=[CH:38][CH:37]=[CH:36][CH:35]=2)[C:28]2[CH:33]=[CH:32][CH:31]=[CH:30][CH:29]=2)[CH2:24]1, predict the reaction product. The product is: [C:28]1([CH:27]([C:34]2[CH:39]=[CH:38][CH:37]=[CH:36][CH:35]=2)[N:25]2[CH2:26][CH:23]([N:11]3[C:7]([CH2:6][C:5]4[CH:18]=[CH:19][C:2]([F:1])=[CH:3][CH:4]=4)=[CH:8][C:9]([C:12]4[CH:17]=[CH:16][N:15]=[CH:14][CH:13]=4)=[N:10]3)[CH2:24]2)[CH:29]=[CH:30][CH:31]=[CH:32][CH:33]=1. (3) Given the reactants CS([C:4]1[S:5][C:6]2[CH:12]=[C:11]([CH2:13][C:14]3[N:18]4[N:19]=[C:20]([C:23]#[N:24])[CH:21]=[CH:22][C:17]4=[N:16][CH:15]=3)[CH:10]=[CH:9][C:7]=2[N:8]=1)=O.[NH2:25][C@@H:26]1[CH2:31][CH2:30][CH2:29][CH2:28][C@H:27]1[OH:32].CCN(C(C)C)C(C)C.O, predict the reaction product. The product is: [OH:32][C@@H:27]1[CH2:28][CH2:29][CH2:30][CH2:31][C@H:26]1[NH:25][C:4]1[S:5][C:6]2[CH:12]=[C:11]([CH2:13][C:14]3[N:18]4[N:19]=[C:20]([C:23]#[N:24])[CH:21]=[CH:22][C:17]4=[N:16][CH:15]=3)[CH:10]=[CH:9][C:7]=2[N:8]=1.